Dataset: Reaction yield outcomes from USPTO patents with 853,638 reactions. Task: Predict the reaction yield, written as a fraction of the theoretical maximum amount of product (1.0 means a 100% yield; for example, 0.34 means a 34% yield). (1) The yield is 0.480. The product is [Cl:38][C:20]1[C:21]([N:23]2[CH2:28][CH2:27][CH2:26][C@@H:25]([N:29]([CH3:37])[C:30](=[O:36])[O:31][C:32]([CH3:33])([CH3:34])[CH3:35])[CH2:24]2)=[C:22]2[C:14]([NH:13][C:10]([CH:7]3[CH2:9][CH2:8]3)=[O:11])=[CH:15][NH:16][C:17]2=[N:18][CH:19]=1. The catalyst is CN1C(=O)CCC1.CC#N.O.C(Cl)Cl.O. The reactants are N1C=CC=CC=1.[CH:7]1([C:10](Cl)=[O:11])[CH2:9][CH2:8]1.[NH2:13][C:14]1[C:22]2[C:17](=[N:18][CH:19]=[C:20]([Cl:38])[C:21]=2[N:23]2[CH2:28][CH2:27][CH2:26][C@@H:25]([N:29]([CH3:37])[C:30](=[O:36])[O:31][C:32]([CH3:35])([CH3:34])[CH3:33])[CH2:24]2)[NH:16][CH:15]=1.[Li+].[OH-]. (2) The reactants are Cl.[CH:2]1([NH:8][NH2:9])[CH2:7][CH2:6][CH2:5][CH2:4][CH2:3]1.[C:10]([C:16](OC)=[O:17])#[C:11][C:12]([O:14][CH3:15])=[O:13].C([O-])(=O)C.[K+].C(O)(=O)C. The catalyst is O.C1(C)C=CC=CC=1. The product is [CH:2]1([N:8]2[C:11]([C:12]([O:14][CH3:15])=[O:13])=[CH:10][C:16]([OH:17])=[N:9]2)[CH2:7][CH2:6][CH2:5][CH2:4][CH2:3]1. The yield is 0.400. (3) The reactants are [Cl-].[NH4+:2].CO[C:5]1[C:6](=[O:22])[N:7]([CH3:21])[CH2:8][C:9]([CH3:20])([C:11]2[CH:16]=[CH:15][CH:14]=[C:13]([N+:17]([O-:19])=[O:18])[CH:12]=2)[N:10]=1. The catalyst is CCO. The product is [NH2:2][C:5]1[C:6](=[O:22])[N:7]([CH3:21])[CH2:8][C:9]([CH3:20])([C:11]2[CH:16]=[CH:15][CH:14]=[C:13]([N+:17]([O-:19])=[O:18])[CH:12]=2)[N:10]=1. The yield is 0.490. (4) The reactants are [C:1]([O:5][C:6](=[O:19])[CH2:7][CH2:8][C:9]1[CH:10]=[C:11]([CH:16]=[CH:17][CH:18]=1)[C:12]([O:14]C)=[O:13])([CH3:4])([CH3:3])[CH3:2].[Li+].[OH-]. The catalyst is O1CCCC1.O. The product is [C:1]([O:5][C:6](=[O:19])[CH2:7][CH2:8][C:9]1[CH:10]=[C:11]([CH:16]=[CH:17][CH:18]=1)[C:12]([OH:14])=[O:13])([CH3:4])([CH3:2])[CH3:3]. The yield is 0.320. (5) The reactants are [CH2:1]([O:3][P:4]([C:9](Br)([F:11])[F:10])(=[O:8])[O:5][CH2:6][CH3:7])[CH3:2].[CH3:13][O:14][C:15](=[O:25])[CH:16]=[CH:17][C:18]1[CH:23]=[CH:22][C:21](I)=[CH:20][CH:19]=1. The catalyst is CC(N(C)C)=O.[Zn].[Cu](Br)Br. The product is [CH3:13][O:14][C:15](=[O:25])[CH:16]=[CH:17][C:18]1[CH:19]=[CH:20][C:21]([C:9]([P:4]([O:5][CH2:6][CH3:7])([O:3][CH2:1][CH3:2])=[O:8])([F:11])[F:10])=[CH:22][CH:23]=1. The yield is 0.750. (6) The reactants are [CH3:1][C:2]1[N:3]=[C:4]([NH:12][C:13](=[O:15])[CH3:14])[S:5][C:6]=1[C:7]1[CH:8]=[N:9][NH:10][CH:11]=1.C(N1C=C(C2SC(N[C:34](=[O:36])[CH3:35])=NC=2C)C=N1)C1C=CC=CC=1.CN1[C:43]([S:44](Cl)(=[O:46])=[O:45])=[CH:42][N:41]=C1C.N1C=CC=C[CH:50]=1. The catalyst is C(Cl)Cl. The product is [CH3:50][C:42]1[C:43]([S:44]([N:10]2[CH:11]=[C:7]([C:6]3[S:5][C:4]([NH:12][C:13](=[O:15])[CH3:14])=[N:3][C:2]=3[CH3:1])[CH:8]=[N:9]2)(=[O:45])=[O:46])=[C:34]([CH3:35])[O:36][N:41]=1. The yield is 0.330. (7) The reactants are Br[C:2]1[C:10]2[C:5](=[CH:6][CH:7]=[C:8]([C:11]#[N:12])[CH:9]=2)[N:4]([CH:13]2[CH2:18][CH2:17][CH2:16][CH2:15][O:14]2)[N:3]=1.[CH:19]([C:22]1[CH:27]=[CH:26][C:25](B(O)O)=[CH:24][CH:23]=1)([CH3:21])[CH3:20].ClCCl.P([O-])([O-])([O-])=O.[K+].[K+].[K+]. The catalyst is COCCOC.C1(P(C2C=CC=CC=2)[C-]2C=CC=C2)C=CC=CC=1.[C-]1(P(C2C=CC=CC=2)C2C=CC=CC=2)C=CC=C1.[Fe+2]. The product is [CH3:20][CH:19]([C:22]1[CH:27]=[CH:26][C:25]([C:2]2[C:10]3[C:5](=[CH:6][CH:7]=[C:8]([C:11]#[N:12])[CH:9]=3)[N:4]([CH:13]3[CH2:18][CH2:17][CH2:16][CH2:15][O:14]3)[N:3]=2)=[CH:24][CH:23]=1)[CH3:21]. The yield is 0.810. (8) The reactants are [CH3:1][C:2]1[N:7]=[CH:6][C:5]([CH:8]=[O:9])=[CH:4][N:3]=1.C1N2CCN(CC2)C1.[C:18]([O:22][CH3:23])(=[O:21])[CH:19]=[CH2:20]. The catalyst is O1CCOCC1.O.[Cl-].[Na+].O. The product is [CH3:23][O:22][C:18](=[O:21])[C:19]([CH:8]([OH:9])[C:5]1[CH:4]=[N:3][C:2]([CH3:1])=[N:7][CH:6]=1)=[CH2:20]. The yield is 0.834. (9) The reactants are Br[C:2]1[CH:7]=[CH:6][CH:5]=[CH:4][N:3]=1.C([Li])CCC.[O:13]1[CH2:18][CH2:17][C:16](=[O:19])[CH2:15][CH2:14]1. The catalyst is C1COCC1. The product is [OH:19][C:16]1([C:2]2[CH:7]=[CH:6][CH:5]=[CH:4][N:3]=2)[CH2:17][CH2:18][O:13][CH2:14][CH2:15]1. The yield is 0.610.